This data is from Full USPTO retrosynthesis dataset with 1.9M reactions from patents (1976-2016). The task is: Predict the reactants needed to synthesize the given product. Given the product [F:29][C:17]1[C:18]([C:20]2[N:24]([CH:25]([CH3:26])[CH3:27])[C:23]([CH3:28])=[N:22][CH:21]=2)=[N:19][C:14]([NH:13][C:10]2[CH:9]=[CH:8][C:7]([N:4]3[CH2:5][CH2:6][C@@H:2]([NH:1][C:31](=[O:32])[CH2:30][OH:33])[CH2:3]3)=[CH:12][CH:11]=2)=[N:15][CH:16]=1, predict the reactants needed to synthesize it. The reactants are: [NH2:1][C@@H:2]1[CH2:6][CH2:5][N:4]([C:7]2[CH:12]=[CH:11][C:10]([NH:13][C:14]3[N:19]=[C:18]([C:20]4[N:24]([CH:25]([CH3:27])[CH3:26])[C:23]([CH3:28])=[N:22][CH:21]=4)[C:17]([F:29])=[CH:16][N:15]=3)=[CH:9][CH:8]=2)[CH2:3]1.[C:30](O)(=[O:33])[CH2:31][OH:32].